This data is from Reaction yield outcomes from USPTO patents with 853,638 reactions. The task is: Predict the reaction yield, written as a fraction of the theoretical maximum amount of product (1.0 means a 100% yield; for example, 0.34 means a 34% yield). (1) The reactants are [Cl:1][C:2]1[CH:7]=[CH:6][C:5]([NH:8][S:9]([C:12]([F:15])([F:14])[F:13])(=[O:11])=[O:10])=[C:4]([O:16][C:17]2[CH:22]=[CH:21][C:20]([Cl:23])=[CH:19][C:18]=2[Cl:24])[CH:3]=1.[CH2:25]([O:27][CH2:28]Cl)[CH3:26].C(=O)([O-])[O-].[K+].[K+]. The catalyst is CC(C)=O. The product is [Cl:1][C:2]1[CH:7]=[CH:6][C:5]([N:8]([CH2:28][O:27][CH2:25][CH3:26])[S:9]([C:12]([F:15])([F:13])[F:14])(=[O:10])=[O:11])=[C:4]([O:16][C:17]2[CH:22]=[CH:21][C:20]([Cl:23])=[CH:19][C:18]=2[Cl:24])[CH:3]=1. The yield is 0.890. (2) The reactants are [CH:1]1([CH2:6][C@H:7]([CH2:11][OH:12])[C:8]([OH:10])=O)[CH2:5][CH2:4][CH2:3][CH2:2]1.Cl.[CH2:14]([O:21][NH2:22])[C:15]1[CH:20]=[CH:19][CH:18]=[CH:17][CH:16]=1.Cl.CN(C)CCCN=C=NCC.Cl. The catalyst is CN(C)C1C=CN=CC=1.ClCCl. The product is [CH:1]1([CH2:6][C@H:7]([CH2:11][OH:12])[C:8]([NH:22][O:21][CH2:14][C:15]2[CH:20]=[CH:19][CH:18]=[CH:17][CH:16]=2)=[O:10])[CH2:2][CH2:3][CH2:4][CH2:5]1. The yield is 0.650. (3) The reactants are [Cl-].O[NH3+:3].[C:4](=[O:7])([O-])[OH:5].[Na+].CS(C)=O.[CH3:13][C:14]1[N:15]([C:39]2[CH:44]=[CH:43][CH:42]=[CH:41][CH:40]=2)[C:16](=[O:38])[C:17]([CH2:23][C:24]2[CH:29]=[CH:28][C:27]([C:30]3[C:31]([C:36]#[N:37])=[CH:32][CH:33]=[CH:34][CH:35]=3)=[CH:26][CH:25]=2)=[C:18]([CH2:20][CH2:21][CH3:22])[N:19]=1. The catalyst is O.C(OCC)(=O)C. The product is [CH3:13][C:14]1[N:15]([C:39]2[CH:40]=[CH:41][CH:42]=[CH:43][CH:44]=2)[C:16](=[O:38])[C:17]([CH2:23][C:24]2[CH:29]=[CH:28][C:27]([C:30]3[CH:35]=[CH:34][CH:33]=[CH:32][C:31]=3[C:36]3[NH:3][C:4](=[O:7])[O:5][N:37]=3)=[CH:26][CH:25]=2)=[C:18]([CH2:20][CH2:21][CH3:22])[N:19]=1. The yield is 0.410. (4) The reactants are [CH3:1][CH:2]([CH2:4][CH2:5][CH2:6][C@@H:7]([C@@H:9]1[C@:26]2([CH3:27])[C@H:12]([C:13]3[O:14][C:15](=[O:29])[CH:16]4[C@:21]([C:23]=3[CH2:24][CH2:25]2)([CH3:22])[CH2:20][CH2:19][C:18](=O)[CH2:17]4)[CH2:11][CH2:10]1)[CH3:8])[CH3:3].Cl.[CH3:31][O:32][NH2:33].N1C=CC=CC=1.[Cl-].[NH4+]. The catalyst is C(O)C. The product is [CH3:31][O:32][N:33]=[C:18]1[CH2:19][CH2:20][C@@:21]2([CH3:22])[CH:16]([C:15](=[O:29])[O:14][C:13]3[C@H:12]4[C@:26]([CH3:27])([CH2:25][CH2:24][C:23]=32)[C@@H:9]([C@@H:7]([CH3:8])[CH2:6][CH2:5][CH2:4][CH:2]([CH3:3])[CH3:1])[CH2:10][CH2:11]4)[CH2:17]1. The yield is 0.930. (5) The product is [CH2:49]([O:48][C:46]([CH:44]1[CH2:45][CH:43]1[CH2:41][NH:1][C@:2]12[CH2:37][CH2:36][C@@H:35]([C:38]([CH3:40])=[CH2:39])[C@@H:3]1[C@@H:4]1[C@@:17]([CH3:20])([CH2:18][CH2:19]2)[C@@:16]2([CH3:21])[C@@H:7]([C@:8]3([CH3:34])[C@@H:13]([CH2:14][CH2:15]2)[C:12]([CH3:22])([CH3:23])[C:11]([C:24]2[CH:25]=[CH:26][C:27]([C:28]([O:30][CH3:31])=[O:29])=[CH:32][CH:33]=2)=[CH:10][CH2:9]3)[CH2:6][CH2:5]1)=[O:47])[CH3:50]. The reactants are [NH2:1][C@:2]12[CH2:37][CH2:36][C@@H:35]([C:38]([CH3:40])=[CH2:39])[C@@H:3]1[C@@H:4]1[C@@:17]([CH3:20])([CH2:18][CH2:19]2)[C@@:16]2([CH3:21])[C@@H:7]([C@:8]3([CH3:34])[C@@H:13]([CH2:14][CH2:15]2)[C:12]([CH3:23])([CH3:22])[C:11]([C:24]2[CH:33]=[CH:32][C:27]([C:28]([O:30][CH3:31])=[O:29])=[CH:26][CH:25]=2)=[CH:10][CH2:9]3)[CH2:6][CH2:5]1.[CH:41]([CH:43]1[CH2:45][CH:44]1[C:46]([O:48][CH2:49][CH3:50])=[O:47])=O.C(O[BH-](OC(=O)C)OC(=O)C)(=O)C.[Na+]. The catalyst is ClCCCl.CC(C)[O-].[Ti+4].CC(C)[O-].CC(C)[O-].CC(C)[O-]. The yield is 0.890. (6) The yield is 0.800. The catalyst is C(OCC)(=O)C. The product is [C:13]([C:9]1[CH:8]=[C:7]2[C:12](=[CH:11][CH:10]=1)[CH:3]([N:2]([CH:21]([CH3:22])[CH3:23])[CH3:1])[CH2:4][CH2:5][C:6]2([CH3:19])[CH3:20])#[CH:14]. The reactants are [CH3:1][N:2]([CH:21]([CH3:23])[CH3:22])[CH:3]1[C:12]2[C:7](=[CH:8][C:9]([C:13]#[C:14][Si](C)(C)C)=[CH:10][CH:11]=2)[C:6]([CH3:20])([CH3:19])[CH2:5][CH2:4]1.CO.C(=O)([O-])[O-].[K+].[K+]. (7) The reactants are [H-].[H-].[H-].[H-].[Li+].[Al+3].C([O:10][CH2:11][CH2:12][C@@H:13]([S:18]C(=O)C)[CH2:14][CH2:15][CH2:16][CH3:17])(=O)C. The catalyst is CCOCC. The product is [SH:18][C@@H:13]([CH2:14][CH2:15][CH2:16][CH3:17])[CH2:12][CH2:11][OH:10]. The yield is 0.790. (8) The catalyst is [Pd].O1CCCC1. The yield is 0.600. The reactants are C(O)C.Br[C:5]1[CH:6]=[C:7]([C:17]([NH:19][CH2:20][C:21]2[C:22](=[O:29])[NH:23][C:24]([CH3:28])=[CH:25][C:26]=2[CH3:27])=[O:18])[C:8]2[CH:9]=[CH:10][N:11]([CH:14]([CH3:16])[CH3:15])[C:12]=2[CH:13]=1. The product is [CH3:27][C:26]1[CH:25]=[C:24]([CH3:28])[NH:23][C:22](=[O:29])[C:21]=1[CH2:20][NH:19][C:17]([C:7]1[C:8]2[CH:9]=[CH:10][N:11]([CH:14]([CH3:16])[CH3:15])[C:12]=2[CH:13]=[CH:5][CH:6]=1)=[O:18].